From a dataset of Catalyst prediction with 721,799 reactions and 888 catalyst types from USPTO. Predict which catalyst facilitates the given reaction. (1) Reactant: [O:1]1CCO[CH:2]1[C:6]1[CH:11]=[CH:10][CH:9]=[C:8]([O:12][CH2:13][CH3:14])[C:7]=1[B:15]([O:20]C(C)C)[O:16]C(C)C.Cl.[OH-].[Na+]. Product: [CH2:13]([O:12][C:8]1[CH:9]=[CH:10][CH:11]=[C:6]([CH:2]=[O:1])[C:7]=1[B:15]([OH:20])[OH:16])[CH3:14]. The catalyst class is: 1. (2) Reactant: [Br:1][C:2]1[CH:3]=[C:4]([OH:8])[CH:5]=[CH:6][CH:7]=1.C([O-])([O-])=O.[K+].[K+].Br[CH:16]1[CH2:20][CH2:19][CH2:18][CH2:17]1. Product: [Br:1][C:2]1[CH:7]=[CH:6][CH:5]=[C:4]([O:8][CH:16]2[CH2:20][CH2:19][CH2:18][CH2:17]2)[CH:3]=1. The catalyst class is: 23. (3) Reactant: [Br:1][C:2]1[CH:3]=[N:4][C:5]([NH:8][C:9]2[CH:16]=[CH:15][C:12]([CH:13]=[O:14])=[CH:11][CH:10]=2)=[N:6][CH:7]=1.CC(C)=[O:19].OS(O)(=O)=O.O=[Cr](=O)=O.C(O)(C)C. Product: [Br:1][C:2]1[CH:7]=[N:6][C:5]([NH:8][C:9]2[CH:10]=[CH:11][C:12]([C:13]([OH:19])=[O:14])=[CH:15][CH:16]=2)=[N:4][CH:3]=1. The catalyst class is: 21. (4) Reactant: [F:1][C:2]([F:17])([F:16])[C:3]1[CH:4]=[C:5]([CH:9]=[CH:10][C:11]=1[C:12]([F:15])([F:14])[F:13])[C:6](O)=[O:7]. Product: [F:1][C:2]([F:16])([F:17])[C:3]1[CH:4]=[C:5]([CH2:6][OH:7])[CH:9]=[CH:10][C:11]=1[C:12]([F:13])([F:14])[F:15]. The catalyst class is: 1.